This data is from Catalyst prediction with 721,799 reactions and 888 catalyst types from USPTO. The task is: Predict which catalyst facilitates the given reaction. Reactant: Cl.OC1O[C@H](CO)[C@@H](O)[C@H](O)[C@H]1N.Cl.[NH2:15][C@@H:16]([CH3:31])[C:17]([NH:19][C@@H:20]1[C@@H:25]([OH:26])[C@H:24]([OH:27])[C@@H:23]([CH2:28][OH:29])[O:22][C@H:21]1[OH:30])=[O:18].N[C@H](C(O)=O)C.C(N(CC)CC)C.[C:45](O)(=[O:67])[CH2:46][CH2:47]/[CH:48]=[CH:49]\[CH2:50]/[CH:51]=[CH:52]\[CH2:53]/[CH:54]=[CH:55]\[CH2:56]/[CH:57]=[CH:58]\[CH2:59]/[CH:60]=[CH:61]\[CH2:62]/[CH:63]=[CH:64]\[CH2:65][CH3:66].C(Cl)CCl. Product: [O:18]=[C:17]([NH:19][C@@H:20]1[C@@H:25]([OH:26])[C@H:24]([OH:27])[C@@H:23]([CH2:28][OH:29])[O:22][C@H:21]1[OH:30])[C@@H:16]([NH:15][C:45](=[O:67])[CH2:46][CH2:47]/[CH:48]=[CH:49]\[CH2:50]/[CH:51]=[CH:52]\[CH2:53]/[CH:54]=[CH:55]\[CH2:56]/[CH:57]=[CH:58]\[CH2:59]/[CH:60]=[CH:61]\[CH2:62]/[CH:63]=[CH:64]\[CH2:65][CH3:66])[CH3:31]. The catalyst class is: 2.